From a dataset of Full USPTO retrosynthesis dataset with 1.9M reactions from patents (1976-2016). Predict the reactants needed to synthesize the given product. (1) Given the product [NH:25]1[C:33]2[C:28](=[CH:29][C:30]([C@H:34]([NH:36][C:11]([C@@H:8]3[O:7][C:6]4[CH:14]=[CH:15][C:3]([C:2]([F:1])([F:17])[F:16])=[CH:4][C:5]=4[O:10][CH2:9]3)=[O:13])[CH3:35])=[CH:31][CH:32]=2)[CH:27]=[N:26]1, predict the reactants needed to synthesize it. The reactants are: [F:1][C:2]([F:17])([F:16])[C:3]1[CH:15]=[CH:14][C:6]2[O:7][C@@H:8]([C:11]([OH:13])=O)[CH2:9][O:10][C:5]=2[CH:4]=1.C(Cl)(=O)C(Cl)=O.Cl.[NH:25]1[C:33]2[C:28](=[CH:29][C:30]([C@H:34]([NH2:36])[CH3:35])=[CH:31][CH:32]=2)[CH:27]=[N:26]1.C(N(CC)C(C)C)(C)C.C([O-])(O)=O.[Na+]. (2) Given the product [CH3:1][CH:2]([CH3:19])[C@@H:3]([CH2:8][NH:9][C:10]([O:12][CH2:13][CH2:14][Si:15]([CH3:18])([CH3:16])[CH3:17])=[O:11])[C:4]([OH:6])=[O:5], predict the reactants needed to synthesize it. The reactants are: [CH3:1][CH:2]([CH3:19])[C@@H:3]([CH2:8][NH:9][C:10]([O:12][CH2:13][CH2:14][Si:15]([CH3:18])([CH3:17])[CH3:16])=[O:11])[C:4]([O:6]C)=[O:5].[Li+].[OH-]. (3) Given the product [CH2:12]([O:19][C:20]1[CH:25]=[C:24]([N:1]2[CH2:11][CH2:10][CH2:9][CH:3]([C:4]([O:6][CH2:7][CH3:8])=[O:5])[CH2:2]2)[CH:23]=[CH:22][CH:21]=1)[C:13]1[CH:18]=[CH:17][CH:16]=[CH:15][CH:14]=1, predict the reactants needed to synthesize it. The reactants are: [NH:1]1[CH2:11][CH2:10][CH2:9][CH:3]([C:4]([O:6][CH2:7][CH3:8])=[O:5])[CH2:2]1.[CH2:12]([O:19][C:20]1[CH:21]=[C:22](OB(O)O)[CH:23]=[CH:24][CH:25]=1)[C:13]1[CH:18]=[CH:17][CH:16]=[CH:15][CH:14]=1.